From a dataset of Experimentally validated miRNA-target interactions with 360,000+ pairs, plus equal number of negative samples. Binary Classification. Given a miRNA mature sequence and a target amino acid sequence, predict their likelihood of interaction. (1) The miRNA is hsa-miR-136-5p with sequence ACUCCAUUUGUUUUGAUGAUGGA. The protein sequence of the target gene is MNSDSSSVSSRASSPDMDEMYLRDHHHRHHHHQESRLNSVSSTQGDMMQKMPGESLSRAGAKAAGESSKYKIKKQLSEQDLQQLRLKINGRERKRMHDLNLAMDGLREVMPYAHGPSVRKLSKIATLLLARNYILMLTSSLEEMKRLVGEIYGGHHSAFHCGTVGHSAGHPAHAANSVHPVHPILGGALSSGNASSPLSAASLPAIGTIRPPHSLLKAPSTPPALQLGSGFQHWAGLPCPCTICQMPPPPHLSALSTANMARLSAESKDLLK. Result: 1 (interaction). (2) The miRNA is hsa-miR-6839-3p with sequence UUGGGUUUUCUCUUCAAUCCAG. The protein sequence of the target gene is MAASDTERDGLAPEKTSPDRDKKKEQSEVSVSPRASKHHYSRSRSRSRERKRKSDNEGRKHRSRSRSKEGRRHESKDKSSKKHKSEEHNDKEHSSDKGRERLNSSENGEDRHKRKERKSSRGRSHSRSRSRERRHRSRSRERKKSRSRSRERKKSRSRSRERKKSRSRSRERKRRIRSRSRSRSRHRHRTRSRSRTRSRSRDRKKRIEKPRRFSRSLSRTPSPPPFRGRNTAMDAQEALARRLERAKKLQEQREKEMVEKQKQQEIAAAAATGGSVLNVAALLASGTQVTPQIAMAAQMA.... Result: 1 (interaction). (3) The protein sequence of the target gene is MSYSCGLPSLSCRTSCSSRPCVPPSCHGCTLPGACNIPANVSNCNWFCEGSFNGSEKETMQFLNDRLASYLEKVRQLERDNAELENLIRERSQQQEPLVCASYQSYFKTIEELQQKILCSKSENARLVVQIDNAKLASDDFRTKYETELSLRQLVESDINGLRRILDELTLCRSDLEAQVESLKEELLCLKQNHEQEVNTLRCQLGDRLNVEVDAAPTVDLNQVLNETRSQYEALVETNRREVEQWFATQTEELNKQVVSSSEQLQSYQAEIIELRRTVNALEIELQAQHNLRDSLENTL.... The miRNA is hsa-miR-6516-5p with sequence UUUGCAGUAACAGGUGUGAGCA. Result: 0 (no interaction). (4) The protein sequence of the target gene is MSNGYRTLSQHLNDLKKENFSLKLRIYFLEERMQQKYEASREDIYKRNIELKVEVESLKRELQDKKQHLDKTWADVENLNSQNEAELRRQFEERQQETEHVYELLENKIQLLQEESRLAKNEAARMAALVEAEKECNLELSEKLKGVTKNWEDVPGDQVKPDQYTEALAQRDKRIEELNQSLAAQERLVEQLSREKQQLLHLLEEPTSMEVQPMTEELLKQQKLNSHETTITQQSVSDSHLAELQEKIQQTEATNKILQEKLNEMSYELKCAQESSQKQDGTIQNLKETLKSRERETEEL.... Result: 1 (interaction). The miRNA is hsa-miR-1270 with sequence CUGGAGAUAUGGAAGAGCUGUGU. (5) Result: 0 (no interaction). The miRNA is hsa-miR-6821-5p with sequence GUGCGUGGUGGCUCGAGGCGGGG. The protein sequence of the target gene is MKVASGSTATAAAGPSCALKAGKTASGAGEVVRCLSEQSVAISRCAGGAGARLPALLDEQQVNVLLYDMNGCYSRLKELVPTLPQNRKVSKVEILQHVIDYIRDLQLELNSESEVGTPGGRGLPVRAPLSTLNGEISALTAEAACVPADDRILCR. (6) The miRNA is hsa-miR-3190-5p with sequence UCUGGCCAGCUACGUCCCCA. The protein sequence of the target gene is MGEVAGGAAPGPPRSGLVSIIIGAEDEDFENELEANSEDQNSQFQSLEQVKRRPAHLMALLQHVALQFEPGPLLCCLHADMLSSLGPKEAKKAFLDFYHSFLEKTAVLRVPVPPSVAFELDRTRPDLISEDVQRRFIQEVVQSQQAAVSRQLEDFRSKRLMGMTPWEQELSLLEPWIGKDRGNYEARERHVAERLLSHLEETQHTISTDEEKSAAVVTAISLYMRHLGVRTKSGDKKSGRNFFRKKVMGNRRSDEPPKTKKGLSSILDPARWNRGEPSAPDCRHLKVEADAEKPGPADRK.... Result: 0 (no interaction). (7) The miRNA is hsa-miR-17-3p with sequence ACUGCAGUGAAGGCACUUGUAG. The protein sequence of the target gene is MRVLSGTSLMLCSLLLLLQALCSPGLAPQSRGHLCRTRPTDLVFVVDSSRSVRPVEFEKVKVFLSQVIESLDVGPNATRVGMVNYASTVKQEFSLRAHVSKAALLQAVRRIQPLSTGTMTGLAIQFAITKAFGDAEGGRSRSPDISKVVIVVTDGRPQDSVQDVSARARASGVELFAIGVGSVDKATLRQIASEPQDEHVDYVESYSVIEKLSRKFQEAFCVVSDLCATGDHDCEQVCISSPGSYTCACHEGFTLNSDGKTCNVCSGGGGSSATDLVFLIDGSKSVRPENFELVKKFISQ.... Result: 0 (no interaction). (8) The miRNA is mmu-miR-568 with sequence AUGUAUAAAUGUAUACACAC. The protein sequence of the target gene is MESGERLPSSAASSTTPTSSSTPSVASVVSKGGLSTGVASLSSTINPCGHLFRTAGDQPFNLSTVSSAFPMVSHPVFGLHSASSGHSEFGGLGTLGTPTALAAHPQLASFPGAEWWRTTDAHTRTGATFFPPLLGIPPLFAPPAQNHDSSSFHSRTSGKSNRNGPEKGVNGSINGSNTSSVIGINTSVLSTTASSSMGQTKSTSSGGGNRKCNQEQSKNQPLDARVDKIKDKKPRKKAMESSSNSDSDSGTSSDTSSEGISSSDSDDLEEDEEEEDQSIEESEDDDSDSESEAQHKSNNQ.... Result: 0 (no interaction).